Dataset: Reaction yield outcomes from USPTO patents with 853,638 reactions. Task: Predict the reaction yield, written as a fraction of the theoretical maximum amount of product (1.0 means a 100% yield; for example, 0.34 means a 34% yield). (1) The reactants are [C:1]([C:3]1[CH:8]=[CH:7][CH:6]=[CH:5][C:4]=1[CH2:9][OH:10])#[CH:2].[Br:11][C:12]1[CH:17]=[CH:16][CH:15]=[C:14](Br)[C:13]=1[CH3:19]. The catalyst is C1COCC1.[Cu]I.Cl[Pd](Cl)([P](C1C=CC=CC=1)(C1C=CC=CC=1)C1C=CC=CC=1)[P](C1C=CC=CC=1)(C1C=CC=CC=1)C1C=CC=CC=1. The product is [Br:11][C:12]1[C:13]([CH3:19])=[C:14]([C:2]#[C:1][C:3]2[CH:8]=[CH:7][CH:6]=[CH:5][C:4]=2[CH2:9][OH:10])[CH:15]=[CH:16][CH:17]=1. The yield is 0.570. (2) The reactants are [OH:1][C:2]1[CH:10]=[CH:9][C:8]([N:11]2[CH2:16][CH2:15][O:14][CH2:13][CH2:12]2)=[CH:7][C:3]=1[C:4]([NH2:6])=[O:5].[C:17]([N:24]1[CH2:29][CH2:28][C:27](=O)[CH2:26][CH2:25]1)([O:19][C:20]([CH3:23])([CH3:22])[CH3:21])=[O:18].N1CCOCC1.C(O)(C(F)(F)F)=O. The catalyst is CO.ClCCl. The product is [C:20]([O:19][C:17]([N:24]1[CH2:29][CH2:28][C:27]2([NH:6][C:4](=[O:5])[C:3]3[CH:7]=[C:8]([N:11]4[CH2:12][CH2:13][O:14][CH2:15][CH2:16]4)[CH:9]=[CH:10][C:2]=3[O:1]2)[CH2:26][CH2:25]1)=[O:18])([CH3:23])([CH3:21])[CH3:22]. The yield is 0.570. (3) The catalyst is C(OCCO)C. The reactants are Cl[C:2]1[C:7]([C:8]#[N:9])=[CH:6][N:5]=[C:4]2[C:10]3[CH:16]=[CH:15][CH:14]=[CH:13][C:11]=3[S:12][C:3]=12.[NH2:17][C:18]1[CH:23]=[C:22]([OH:24])[C:21]([CH3:25])=[CH:20][CH:19]=1. The yield is 0.550. The product is [OH:24][C:22]1[CH:23]=[C:18]([NH:17][C:2]2[C:7]([C:8]#[N:9])=[CH:6][N:5]=[C:4]3[C:10]4[CH:16]=[CH:15][CH:14]=[CH:13][C:11]=4[S:12][C:3]=23)[CH:19]=[CH:20][C:21]=1[CH3:25]. (4) The reactants are O[C:2]1[CH:3]=[C:4]([C:11]([O:13][CH2:14][CH3:15])=[O:12])[C:5]2[CH:10]=[N:9][NH:8][C:6]=2[N:7]=1.P(Br)(Br)([Br:18])=O. The catalyst is C(#N)C. The product is [Br:18][C:2]1[CH:3]=[C:4]([C:11]([O:13][CH2:14][CH3:15])=[O:12])[C:5]2[CH:10]=[N:9][NH:8][C:6]=2[N:7]=1. The yield is 0.770. (5) The reactants are C(OC([NH:11][C@@H:12]([CH2:20][C:21]1[CH:26]=[CH:25][C:24]([C:27]2[N:32]=[CH:31][C:30]([C:33]3[CH:38]=[CH:37][C:36]([O:39][CH2:40][CH2:41][CH2:42][CH2:43][CH2:44][CH2:45][CH3:46])=[CH:35][CH:34]=3)=[CH:29][N:28]=2)=[CH:23][CH:22]=1)[C:13]([O:15][C:16]([CH3:19])([CH3:18])[CH3:17])=[O:14])=O)C1C=CC=CC=1. The catalyst is CC(=O)OCC.[Pd]. The product is [NH2:11][C@@H:12]([CH2:20][C:21]1[CH:22]=[CH:23][C:24]([C:27]2[N:32]=[CH:31][C:30]([C:33]3[CH:38]=[CH:37][C:36]([O:39][CH2:40][CH2:41][CH2:42][CH2:43][CH2:44][CH2:45][CH3:46])=[CH:35][CH:34]=3)=[CH:29][N:28]=2)=[CH:25][CH:26]=1)[C:13]([O:15][C:16]([CH3:17])([CH3:19])[CH3:18])=[O:14]. The yield is 0.830. (6) The catalyst is CC1OCCC1. The reactants are [NH2:1][C:2]1([CH2:19][O:20][CH2:21][C:22]#[N:23])[C:15]2[C:10](=[N:11][CH:12]=[C:13]([Cl:16])[CH:14]=2)[O:9][C:8]2[C:3]1=[CH:4][C:5]([Br:18])=[C:6]([F:17])[CH:7]=2.C[Al](C)C. The yield is 0.310. The product is [Br:18][C:5]1[CH:4]=[C:3]2[C:2]3([N:1]=[C:22]([NH2:23])[CH2:21][O:20][CH2:19]3)[C:15]3[C:10](=[N:11][CH:12]=[C:13]([Cl:16])[CH:14]=3)[O:9][C:8]2=[CH:7][C:6]=1[F:17]. (7) The reactants are [NH2:1][C:2]1[CH:7]=[CH:6][C:5]([CH2:8][C:9]([O:11][CH3:12])=[O:10])=[CH:4][C:3]=1[Cl:13].[Cl:14][C:15]1[CH:20]=[CH:19][CH:18]=[CH:17][C:16]=1[N:21]=[C:22]=[O:23].CCN(CC)CC. The catalyst is C1COCC1. The product is [Cl:13][C:3]1[CH:4]=[C:5]([CH2:8][C:9]([O:11][CH3:12])=[O:10])[CH:6]=[CH:7][C:2]=1[NH:1][C:22]([NH:21][C:16]1[CH:17]=[CH:18][CH:19]=[CH:20][C:15]=1[Cl:14])=[O:23]. The yield is 0.760. (8) The reactants are [C:1]([O-:6])(=[O:5])[CH:2]([CH3:4])[CH3:3].C[N+](C)(C)C.C(O)(=O)C(C)C.[C:18](=[O:28])([S:26][CH3:27])[O:19][O:20][CH:21](Cl)[CH:22]([CH3:24])[CH3:23]. The catalyst is CCOC(C)=O. The product is [C:18](=[O:28])([S:26][CH3:27])[O:19][O:20][CH:21]([O:6][C:1](=[O:5])[CH:2]([CH3:4])[CH3:3])[CH:22]([CH3:24])[CH3:23]. The yield is 0.650. (9) The reactants are [CH2:1]([O:8][C:9]1[CH:14]=[CH:13][C:12](Cl)=[C:11]([N+:16]([O-:18])=[O:17])[CH:10]=1)[C:2]1[CH:7]=[CH:6][CH:5]=[CH:4][CH:3]=1.[C:19]([O-:22])([O-])=O.[Na+].[Na+].CCO[C:28]([CH3:30])=O. The catalyst is O1CCOCC1.C1C=CC([P]([Pd]([P](C2C=CC=CC=2)(C2C=CC=CC=2)C2C=CC=CC=2)([P](C2C=CC=CC=2)(C2C=CC=CC=2)C2C=CC=CC=2)[P](C2C=CC=CC=2)(C2C=CC=CC=2)C2C=CC=CC=2)(C2C=CC=CC=2)C2C=CC=CC=2)=CC=1. The product is [CH2:1]([O:8][C:9]1[CH:14]=[CH:13][C:12]([C:30]2[CH:28]=[CH:12][C:11]([NH:16][CH:19]=[O:22])=[CH:10][CH:9]=2)=[C:11]([N+:16]([O-:18])=[O:17])[CH:10]=1)[C:2]1[CH:7]=[CH:6][CH:5]=[CH:4][CH:3]=1. The yield is 0.750. (10) The reactants are [CH3:1][C@@H:2]1[O:6][C:5](=[O:7])[C@H:4]([O:8][CH2:9][C:10]([CH3:12])=[CH2:11])[C@H:3]1[O:13][CH2:14][C:15]([CH3:17])=[CH2:16].[H-].[H-].[H-].[H-].[Li+].[Al+3]. The catalyst is C1COCC1. The product is [CH3:12][C:10](=[CH2:11])[CH2:9][O:8][C@H:4]([C@@H:3]([O:13][CH2:14][C:15]([CH3:17])=[CH2:16])[C@@H:2]([OH:6])[CH3:1])[CH2:5][OH:7]. The yield is 0.900.